Dataset: Reaction yield outcomes from USPTO patents with 853,638 reactions. Task: Predict the reaction yield, written as a fraction of the theoretical maximum amount of product (1.0 means a 100% yield; for example, 0.34 means a 34% yield). (1) The reactants are [C:1]([Si:5]([CH3:15])([CH3:14])[O:6][C@H:7]([CH:12]=[CH2:13])[CH2:8][CH2:9][C:10]#[CH:11])([CH3:4])([CH3:3])[CH3:2].[Li][CH2:17]CCC.CI. The catalyst is C1COCC1. The product is [C:1]([Si:5]([CH3:14])([CH3:15])[O:6][C@H:7]([CH:12]=[CH2:13])[CH2:8][CH2:9][C:10]#[C:11][CH3:17])([CH3:3])([CH3:4])[CH3:2]. The yield is 0.770. (2) The reactants are C(C1C=CC(C(NC2C=CC(C3SC(CCC(O)=O)=NC=3)=CC=2)=O)=CC=1)(C)(C)C.[Cl:30][C:31]1[CH:60]=[CH:59][CH:58]=[CH:57][C:32]=1[C:33]([NH:35][C:36]1[CH:41]=[CH:40][C:39]([C:42]2[O:46][C:45]([CH:47]3[CH2:52][CH2:51][CH:50]([C:53]([O:55]C)=[O:54])[CH2:49][CH2:48]3)=[N:44][CH:43]=2)=[CH:38][CH:37]=1)=[O:34]. No catalyst specified. The product is [Cl:30][C:31]1[CH:60]=[CH:59][CH:58]=[CH:57][C:32]=1[C:33]([NH:35][C:36]1[CH:37]=[CH:38][C:39]([C:42]2[O:46][C:45]([CH:47]3[CH2:48][CH2:49][CH:50]([C:53]([OH:55])=[O:54])[CH2:51][CH2:52]3)=[N:44][CH:43]=2)=[CH:40][CH:41]=1)=[O:34]. The yield is 0.750. (3) The reactants are [CH2:1]([O:3][C:4]1[CH:20]=[CH:19][C:7]([C:8]([NH:10][C:11]2([C:14]([O:16]CC)=[O:15])[CH2:13][CH2:12]2)=[O:9])=[CH:6][CH:5]=1)[CH3:2].C1COCC1.CO. The catalyst is O. The product is [CH2:1]([O:3][C:4]1[CH:5]=[CH:6][C:7]([C:8]([NH:10][C:11]2([C:14]([OH:16])=[O:15])[CH2:12][CH2:13]2)=[O:9])=[CH:19][CH:20]=1)[CH3:2]. The yield is 0.980. (4) The reactants are Br[C:2]1[CH:3]=[CH:4][C:5]2[N:11]3[C:12]([CH3:15])=[N:13][N:14]=[C:10]3[CH2:9][CH2:8][N:7]([C:16]3[CH:21]=[CH:20][C:19]([Cl:22])=[CH:18][CH:17]=3)[C:6]=2[CH:23]=1.C([Sn](CCCC)(CCCC)[C:29]1[N:34]=[CH:33][CH:32]=[CH:31][N:30]=1)CCC.[Cl-].[Li+]. The catalyst is C1C=CC(P(C2C=CC=CC=2)[C-]2C=CC=C2)=CC=1.C1C=CC(P(C2C=CC=CC=2)[C-]2C=CC=C2)=CC=1.Cl[Pd]Cl.[Fe+2].C1(C)C=CC=CC=1. The product is [Cl:22][C:19]1[CH:20]=[CH:21][C:16]([N:7]2[CH2:8][CH2:9][C:10]3=[N:14][N:13]=[C:12]([CH3:15])[N:11]3[C:5]3[CH:4]=[CH:3][C:2]([C:29]4[N:34]=[CH:33][CH:32]=[CH:31][N:30]=4)=[CH:23][C:6]2=3)=[CH:17][CH:18]=1. The yield is 0.0500. (5) The reactants are C([O:3][CH:4](OCC)[C:5]1[N:6]=[C:7]([NH:13][C:14](=[O:16])[CH3:15])[N:8]([CH3:12])[C:9](=[O:11])[CH:10]=1)C. The catalyst is C(O)=O. The product is [CH:4]([C:5]1[N:6]=[C:7]([NH:13][C:14](=[O:16])[CH3:15])[N:8]([CH3:12])[C:9](=[O:11])[CH:10]=1)=[O:3]. The yield is 0.410. (6) The product is [C:29]([C:27]1[CH:28]=[C:23]2[S:22][CH:21]=[C:20]([NH:19][C:18]([C@@H:16]3[CH2:17][C@H:15]3[C@:12]3([CH3:14])[C:11]([F:33])([F:32])[CH2:10][O:9][C:8]([NH2:7])=[N:13]3)=[O:31])[C:24]2=[N:25][CH:26]=1)#[N:30]. No catalyst specified. The yield is 0.590. The reactants are C(OC(=O)[NH:7][C:8]1[O:9][CH2:10][C:11]([F:33])([F:32])[C@:12]([C@@H:15]2[CH2:17][C@H:16]2[C:18](=[O:31])[NH:19][C:20]2[C:24]3=[N:25][CH:26]=[C:27]([C:29]#[N:30])[CH:28]=[C:23]3[S:22][CH:21]=2)([CH3:14])[N:13]=1)(C)(C)C.FC(F)(F)C(O)=O.